The task is: Predict the reaction yield, written as a fraction of the theoretical maximum amount of product (1.0 means a 100% yield; for example, 0.34 means a 34% yield).. This data is from Reaction yield outcomes from USPTO patents with 853,638 reactions. The reactants are CC(OI1(OC(C)=O)(OC(C)=O)OC(=O)C2C1=CC=CC=2)=O.[OH:23][CH2:24][C@H:25]1[CH2:29][CH2:28][S:27](=[O:31])(=[O:30])[N:26]1[CH2:32][CH2:33][CH2:34][C:35]1[S:39][C:38]([C:40]([O:42][CH3:43])=[O:41])=[CH:37][CH:36]=1. The catalyst is C(Cl)Cl. The product is [CH:24]([C@H:25]1[CH2:29][CH2:28][S:27](=[O:31])(=[O:30])[N:26]1[CH2:32][CH2:33][CH2:34][C:35]1[S:39][C:38]([C:40]([O:42][CH3:43])=[O:41])=[CH:37][CH:36]=1)=[O:23]. The yield is 0.500.